From a dataset of NCI-60 drug combinations with 297,098 pairs across 59 cell lines. Regression. Given two drug SMILES strings and cell line genomic features, predict the synergy score measuring deviation from expected non-interaction effect. Drug 1: CC1C(C(CC(O1)OC2CC(CC3=C2C(=C4C(=C3O)C(=O)C5=C(C4=O)C(=CC=C5)OC)O)(C(=O)CO)O)N)O.Cl. Drug 2: CC1CCCC2(C(O2)CC(NC(=O)CC(C(C(=O)C(C1O)C)(C)C)O)C(=CC3=CSC(=N3)C)C)C. Cell line: M14. Synergy scores: CSS=53.8, Synergy_ZIP=1.11, Synergy_Bliss=0.286, Synergy_Loewe=-8.28, Synergy_HSA=2.42.